Dataset: Forward reaction prediction with 1.9M reactions from USPTO patents (1976-2016). Task: Predict the product of the given reaction. Given the reactants S(O[CH2:6][CH2:7][CH2:8][CH2:9][CH:10]1[C:18]2[C:13](=[CH:14][CH:15]=[CH:16][CH:17]=2)[NH:12][C:11]1=[O:19])(C)(=O)=O.[Cl:20][C:21]1[CH:22]=[C:23]([C:27]2[CH2:28][CH2:29][NH:30][CH2:31][CH:32]=2)[CH:24]=[CH:25][CH:26]=1, predict the reaction product. The product is: [ClH:20].[Cl:20][C:21]1[CH:22]=[C:23]([C:27]2[CH2:32][CH2:31][N:30]([CH2:6][CH2:7][CH2:8][CH2:9][CH:10]3[C:18]4[C:13](=[CH:14][CH:15]=[CH:16][CH:17]=4)[NH:12][C:11]3=[O:19])[CH2:29][CH:28]=2)[CH:24]=[CH:25][CH:26]=1.